From a dataset of Forward reaction prediction with 1.9M reactions from USPTO patents (1976-2016). Predict the product of the given reaction. (1) Given the reactants CC(C[AlH]CC(C)C)C.[CH3:10][CH:11]1[CH2:16][CH2:15][N:14]([C:17]([O:19][C:20]([CH3:23])([CH3:22])[CH3:21])=[O:18])[CH2:13][CH:12]1[C:24](OC)=[O:25], predict the reaction product. The product is: [OH:25][CH2:24][CH:12]1[CH:11]([CH3:10])[CH2:16][CH2:15][N:14]([C:17]([O:19][C:20]([CH3:21])([CH3:23])[CH3:22])=[O:18])[CH2:13]1. (2) Given the reactants [NH:1]1[C:9]2[C:4](=[CH:5][CH:6]=[CH:7][CH:8]=2)[C:3]([C:10]([OH:12])=[O:11])=[N:2]1.[CH3:13][Si](C=[N+]=[N-])(C)C.CCCCCC, predict the reaction product. The product is: [NH:1]1[C:9]2[C:4](=[CH:5][CH:6]=[CH:7][CH:8]=2)[C:3]([C:10]([O:12][CH3:13])=[O:11])=[N:2]1. (3) Given the reactants [CH3:1][O:2][C:3]1[CH:11]=[C:10]2[C:6]([CH2:7][CH2:8][CH:9]2O)=[CH:5][CH:4]=1.C1(C)C=CC(S(O)(=O)=O)=CC=1, predict the reaction product. The product is: [CH3:1][O:2][C:3]1[CH:11]=[C:10]2[C:6](=[CH:5][CH:4]=1)[CH2:7][CH:8]=[CH:9]2. (4) The product is: [Br:27][C:8]1[CH:7]=[C:6]([CH2:5][C@H:4]([NH:28][C:35](=[O:36])[CH:34]=[CH:33][C:32]2[CH:38]=[CH:39][C:40]([F:42])=[CH:41][C:31]=2[F:30])[C:3]([OH:2])=[O:29])[CH:11]=[CH:10][C:9]=1[O:12][CH2:13][CH2:14][C:15]1[N:16]=[C:17]([C:21]2[CH:26]=[CH:25][CH:24]=[CH:23][CH:22]=2)[O:18][C:19]=1[CH3:20]. Given the reactants C[O:2][C:3](=[O:29])[C@@H:4]([NH2:28])[CH2:5][C:6]1[CH:11]=[CH:10][C:9]([O:12][CH2:13][CH2:14][C:15]2[N:16]=[C:17]([C:21]3[CH:26]=[CH:25][CH:24]=[CH:23][CH:22]=3)[O:18][C:19]=2[CH3:20])=[C:8]([Br:27])[CH:7]=1.[F:30][C:31]1[CH:41]=[C:40]([F:42])[CH:39]=[CH:38][C:32]=1[CH:33]=[CH:34][C:35](O)=[O:36], predict the reaction product. (5) Given the reactants Cl[C:2]1[N:7]=[C:6]([C:8]2[N:12]3[CH:13]=[CH:14][CH:15]=[CH:16][C:11]3=[N:10][C:9]=2[C:17]2[CH:18]=[C:19]([CH:31]=[CH:32][CH:33]=2)[C:20]([NH:22][C:23]2[C:28]([F:29])=[CH:27][CH:26]=[CH:25][C:24]=2[F:30])=[O:21])[CH:5]=[CH:4][N:3]=1.[CH3:34][O:35][C:36]1[CH:41]=[C:40]([CH:42]2[CH2:47][CH2:46][N:45]([CH2:48][CH:49]([CH3:51])[CH3:50])[CH2:44][CH2:43]2)[CH:39]=[CH:38][C:37]=1[NH2:52].C1(C)C=CC(S(O)(=O)=O)=CC=1.C[O-].[Na+], predict the reaction product. The product is: [F:30][C:24]1[CH:25]=[CH:26][CH:27]=[C:28]([F:29])[C:23]=1[NH:22][C:20](=[O:21])[C:19]1[CH:31]=[CH:32][CH:33]=[C:17]([C:9]2[N:10]=[C:11]3[CH:16]=[CH:15][CH:14]=[CH:13][N:12]3[C:8]=2[C:6]2[CH:5]=[CH:4][N:3]=[C:2]([NH:52][C:37]3[CH:38]=[CH:39][C:40]([CH:42]4[CH2:43][CH2:44][N:45]([CH2:48][CH:49]([CH3:51])[CH3:50])[CH2:46][CH2:47]4)=[CH:41][C:36]=3[O:35][CH3:34])[N:7]=2)[CH:18]=1.